Dataset: Peptide-MHC class I binding affinity with 185,985 pairs from IEDB/IMGT. Task: Regression. Given a peptide amino acid sequence and an MHC pseudo amino acid sequence, predict their binding affinity value. This is MHC class I binding data. (1) The peptide sequence is STQQNKLVI. The MHC is HLA-A02:02 with pseudo-sequence HLA-A02:02. The binding affinity (normalized) is 0.0962. (2) The peptide sequence is RRIYDLIEL. The MHC is HLA-B18:01 with pseudo-sequence HLA-B18:01. The binding affinity (normalized) is 0. (3) The peptide sequence is NASQHPQQV. The MHC is HLA-A02:06 with pseudo-sequence HLA-A02:06. The binding affinity (normalized) is 0. (4) The peptide sequence is KTSLSNLLA. The MHC is HLA-A02:03 with pseudo-sequence HLA-A02:03. The binding affinity (normalized) is 0.0847. (5) The peptide sequence is RPRHTVSPS. The MHC is HLA-B07:02 with pseudo-sequence HLA-B07:02. The binding affinity (normalized) is 0.592.